Dataset: Full USPTO retrosynthesis dataset with 1.9M reactions from patents (1976-2016). Task: Predict the reactants needed to synthesize the given product. (1) Given the product [Br:20][C:19]1[CH:18]=[N:17][N:14]2[CH:15]=[CH:16][C:11]([C:9]3[CH:8]=[CH:7][N:6]=[C:5]([O:4][CH:1]([CH3:3])[CH3:2])[CH:10]=3)=[N:12][C:13]=12, predict the reactants needed to synthesize it. The reactants are: [CH:1]([O:4][C:5]1[CH:10]=[C:9]([C:11]2[CH:16]=[CH:15][N:14]3[N:17]=[CH:18][CH:19]=[C:13]3[N:12]=2)[CH:8]=[CH:7][N:6]=1)([CH3:3])[CH3:2].[Br:20]N1C(=O)CCC1=O. (2) Given the product [CH3:23][C:9]1[N:8]([CH2:7][C:5]2[S:6][C:2]([C:30]3[CH:29]=[CH:28][CH:27]=[C:26]([C:25]([F:36])([F:35])[F:24])[CH:31]=3)=[CH:3][CH:4]=2)[C:16]2[C:11]([CH:10]=1)=[C:12]([C:19]([F:22])([F:21])[F:20])[C:13]([C:17]#[N:18])=[CH:14][CH:15]=2, predict the reactants needed to synthesize it. The reactants are: Br[C:2]1[S:6][C:5]([CH2:7][N:8]2[C:16]3[C:11](=[C:12]([C:19]([F:22])([F:21])[F:20])[C:13]([C:17]#[N:18])=[CH:14][CH:15]=3)[CH:10]=[C:9]2[CH3:23])=[CH:4][CH:3]=1.[F:24][C:25]([F:36])([F:35])[C:26]1[CH:27]=[C:28](B(O)O)[CH:29]=[CH:30][CH:31]=1. (3) Given the product [I:9][C:2]1[O:1][C:5]([C:6]([NH2:8])=[O:7])=[CH:4][N:3]=1, predict the reactants needed to synthesize it. The reactants are: [O:1]1[C:5]([C:6]([NH2:8])=[O:7])=[CH:4][N:3]=[CH:2]1.[I:9]I.[O-]S([O-])(=S)=O.[Na+].[Na+].N.